This data is from Reaction yield outcomes from USPTO patents with 853,638 reactions. The task is: Predict the reaction yield, written as a fraction of the theoretical maximum amount of product (1.0 means a 100% yield; for example, 0.34 means a 34% yield). (1) The reactants are Cl[C:2]1[CH:11]=[C:10]([CH3:12])[C:9]2[C:4](=[CH:5][CH:6]=[C:7]([O:13][CH3:14])[CH:8]=2)[N:3]=1.[CH:15]12[CH:22]([N:23](C)[C:24](=O)OC(C)(C)C)[CH:19]([CH2:20][CH2:21]1)[CH2:18][NH:17][CH2:16]2.CC([O-])(C)C.[Na+].C1C=CC(P(C2C(C3C(P(C4C=CC=CC=4)C4C=CC=CC=4)=CC=C4C=3C=CC=C4)=C3C(C=CC=C3)=CC=2)C2C=CC=CC=2)=CC=1. The catalyst is C1(C)C=CC=CC=1.CCOC(C)=O.Cl.C([O-])(=O)C.[Pd+2].C([O-])(=O)C. The product is [CH3:14][O:13][C:7]1[CH:8]=[C:9]2[C:4](=[CH:5][CH:6]=1)[N:3]=[C:2]([N:17]1[CH2:18][CH:19]3[CH:22]([NH:23][CH3:24])[CH:15]([CH2:21][CH2:20]3)[CH2:16]1)[CH:11]=[C:10]2[CH3:12]. The yield is 0.120. (2) The reactants are ClC1C=C([C:9]2[N:13]3[C:14]4[N:22]=[C:21]([O:23][CH3:24])[CH:20]=[CH:19][C:15]=4[N:16]=[C:17]([CH3:18])[C:12]3=[C:11]([CH3:25])[N:10]=2)C=C(Cl)C=1.[Cl:26][C:27]1[CH:32]=[CH:31][C:30]([CH3:33])=[CH:29][C:28]=1B(O)O.C([O-])([O-])=O.[K+].[K+]. The catalyst is C1C=CC([P]([Pd]([P](C2C=CC=CC=2)(C2C=CC=CC=2)C2C=CC=CC=2)([P](C2C=CC=CC=2)(C2C=CC=CC=2)C2C=CC=CC=2)[P](C2C=CC=CC=2)(C2C=CC=CC=2)C2C=CC=CC=2)(C2C=CC=CC=2)C2C=CC=CC=2)=CC=1. The product is [Cl:26][C:27]1[CH:32]=[CH:31][C:30]([CH3:33])=[CH:29][C:28]=1[C:9]1[N:13]2[C:14]3[N:22]=[C:21]([O:23][CH3:24])[CH:20]=[CH:19][C:15]=3[N:16]=[C:17]([CH3:18])[C:12]2=[C:11]([CH3:25])[N:10]=1. The yield is 0.920. (3) The catalyst is C(Cl)Cl.[Br-].C([N+](CCCC)(CCCC)CCCC)CCC.O. The reactants are [CH2:1]([N:8]([CH2:28][C:29]1[CH:34]=[CH:33][CH:32]=[CH:31][CH:30]=1)[C:9]1[CH:14]=[CH:13][C:12]([F:15])=[C:11]([C:16]2[C:20]([C:21]3[CH:26]=[CH:25][N:24]=[CH:23][CH:22]=3)=[CH:19][NH:18][N:17]=2)[C:10]=1[F:27])[C:2]1[CH:7]=[CH:6][CH:5]=[CH:4][CH:3]=1.[OH-].[Na+].[CH2:37](I)[CH3:38]. The product is [CH2:28]([N:8]([CH2:1][C:2]1[CH:3]=[CH:4][CH:5]=[CH:6][CH:7]=1)[C:9]1[CH:14]=[CH:13][C:12]([F:15])=[C:11]([C:16]2[C:20]([C:21]3[CH:26]=[CH:25][N:24]=[CH:23][CH:22]=3)=[CH:19][N:18]([CH2:37][CH3:38])[N:17]=2)[C:10]=1[F:27])[C:29]1[CH:34]=[CH:33][CH:32]=[CH:31][CH:30]=1. The yield is 0.520. (4) The reactants are Cl[C:2]1[C:7]([CH:8]=[O:9])=[C:6]([N:10]2[CH2:22][CH2:21][N:13]3[C:14]4[CH2:15][CH2:16][CH2:17][CH2:18][C:19]=4[CH:20]=[C:12]3[C:11]2=[O:23])[N:5]=[CH:4][CH:3]=1.[CH3:24][N:25]1[CH:30]=[C:29](B2OC(C)(C)C(C)(C)O2)[CH:28]=[C:27]([NH:40][C:41]2[CH:46]=[CH:45][C:44]([N:47]3[CH2:52][CH2:51][N:50]([CH:53]4[CH2:56][O:55][CH2:54]4)[CH2:49][CH2:48]3)=[CH:43][N:42]=2)[C:26]1=[O:57].[O-]P([O-])([O-])=O.[K+].[K+].[K+]. The catalyst is C1COCC1.O.C1C=CC(P(C2C=CC=CC=2)[C-]2C=CC=C2)=CC=1.C1C=CC(P(C2C=CC=CC=2)[C-]2C=CC=C2)=CC=1.Cl[Pd]Cl.[Fe+2]. The product is [CH3:24][N:25]1[C:26](=[O:57])[C:27]([NH:40][C:41]2[CH:46]=[CH:45][C:44]([N:47]3[CH2:52][CH2:51][N:50]([CH:53]4[CH2:54][O:55][CH2:56]4)[CH2:49][CH2:48]3)=[CH:43][N:42]=2)=[CH:28][C:29]([C:2]2[C:7]([CH:8]=[O:9])=[C:6]([N:10]3[CH:22]=[CH:21][N:13]4[C:14]5[CH2:15][CH2:16][CH2:17][CH2:18][C:19]=5[CH:20]=[C:12]4[C:11]3=[O:23])[N:5]=[CH:4][CH:3]=2)=[CH:30]1. The yield is 0.560. (5) The reactants are [N:1]1([CH2:5][C:6]2[CH:7]=[C:8]([C:21]3[N:26]=[C:25]([CH3:27])[N:24]=[C:23]([N:28](CC4C=CC(OC)=CC=4)CC4C=CC(OC)=CC=4)[N:22]=3)[C:9]([NH:12][C:13]3[CH:14]=[N:15][C:16]([O:19][CH3:20])=[CH:17][CH:18]=3)=[N:10][CH:11]=2)[CH2:4][CH2:3][CH2:2]1.FC(F)(F)S(O)(=O)=O. The catalyst is C(O)(C(F)(F)F)=O. The product is [N:1]1([CH2:5][C:6]2[CH:7]=[C:8]([C:21]3[N:26]=[C:25]([CH3:27])[N:24]=[C:23]([NH2:28])[N:22]=3)[C:9]([NH:12][C:13]3[CH:14]=[N:15][C:16]([O:19][CH3:20])=[CH:17][CH:18]=3)=[N:10][CH:11]=2)[CH2:4][CH2:3][CH2:2]1. The yield is 0.120.